From a dataset of Reaction yield outcomes from USPTO patents with 853,638 reactions. Predict the reaction yield, written as a fraction of the theoretical maximum amount of product (1.0 means a 100% yield; for example, 0.34 means a 34% yield). (1) The reactants are COC(=O)CC[S:6]([C:9]1[CH:14]=[C:13]([CH:15]([NH:19][C:20]([C:22]2[CH:23]=[N:24][N:25]([C:28]3[CH:33]=[CH:32][C:31]([Cl:34])=[CH:30][CH:29]=3)[C:26]=2[CH3:27])=[O:21])[CH2:16][CH2:17][CH3:18])[CH:12]=[CH:11][N:10]=1)(=[O:8])=[O:7].C[O-].[Na+].[Na].[NH2:40]OS(O)(=O)=O.C([O-])(=O)C.[Na+]. The catalyst is CS(C)=O.CO.O.CCOC(C)=O. The product is [S:6]([C:9]1[CH:14]=[C:13]([CH:15]([NH:19][C:20]([C:22]2[CH:23]=[N:24][N:25]([C:28]3[CH:33]=[CH:32][C:31]([Cl:34])=[CH:30][CH:29]=3)[C:26]=2[CH3:27])=[O:21])[CH2:16][CH2:17][CH3:18])[CH:12]=[CH:11][N:10]=1)(=[O:8])(=[O:7])[NH2:40]. The yield is 0.750. (2) The reactants are [C:1]1([CH2:7][C:8]([OH:10])=O)[CH:6]=[CH:5][CH:4]=[CH:3][CH:2]=1.[Cl:11][C:12]1[CH:17]=[CH:16][CH:15]=[CH:14][C:13]=1[C:18]1[N:23]=[N:22][C:21]([NH:24][NH:25]C(=O)CC2CCCCC2)=[CH:20][C:19]=1[C:35]1[CH:40]=[CH:39][C:38]([Cl:41])=[CH:37][CH:36]=1. No catalyst specified. The product is [Cl:11][C:12]1[CH:17]=[CH:16][CH:15]=[CH:14][C:13]=1[C:18]1[N:23]=[N:22][C:21]([N:24]([C:8](=[O:10])[CH2:7][C:1]2[CH:2]=[CH:3][CH:4]=[CH:5][CH:6]=2)[NH2:25])=[CH:20][C:19]=1[C:35]1[CH:36]=[CH:37][C:38]([Cl:41])=[CH:39][CH:40]=1. The yield is 0.470. (3) The reactants are Br[C:2]1[C:7]2=[CH:8][C:9]([C:22]3[CH:27]=[CH:26][CH:25]=[CH:24][CH:23]=3)=[C:10]3[C:20]([C:19]4=[C:21]5[C:11]3=[CH:12][CH:13]=[CH:14][C:15]5=[CH:16][CH:17]=[CH:18]4)=[C:6]2[C:5]([C:28]2[CH:33]=[CH:32][CH:31]=[CH:30][CH:29]=2)=[CH:4][CH:3]=1.C([Li])CCC.[B:39]([O:46]CC)([O:43]CC)OCC.Cl. The catalyst is C1COCC1.CCCCCC. The product is [C:22]1([C:9]2[CH:8]=[C:7]3[C:2]([B:39]([OH:43])[OH:46])=[CH:3][CH:4]=[C:5]([C:28]4[CH:33]=[CH:32][CH:31]=[CH:30][CH:29]=4)[C:6]3=[C:20]3[C:10]=2[C:11]2[C:21]4[C:15](=[CH:16][CH:17]=[CH:18][C:19]3=4)[CH:14]=[CH:13][CH:12]=2)[CH:23]=[CH:24][CH:25]=[CH:26][CH:27]=1. The yield is 0.543. (4) The reactants are [Cl:1][C:2]1[CH:3]=[C:4]([CH:9]([CH2:17][CH:18]2[CH2:22][CH2:21][CH:20]([O:23]C3CCCCO3)[CH2:19]2)[C:10]([NH:12][C:13]([NH:15][CH3:16])=[O:14])=[O:11])[CH:5]=[CH:6][C:7]=1[Cl:8].C1(C)C=CC(S([O-])(=O)=O)=CC=1.[NH+]1C=CC=CC=1. The catalyst is C(O)C. The product is [Cl:1][C:2]1[CH:3]=[C:4]([CH:9]([CH2:17][CH:18]2[CH2:22][CH2:21][CH:20]([OH:23])[CH2:19]2)[C:10]([NH:12][C:13]([NH:15][CH3:16])=[O:14])=[O:11])[CH:5]=[CH:6][C:7]=1[Cl:8]. The yield is 0.837.